Task: Regression/Classification. Given a drug SMILES string, predict its absorption, distribution, metabolism, or excretion properties. Task type varies by dataset: regression for continuous measurements (e.g., permeability, clearance, half-life) or binary classification for categorical outcomes (e.g., BBB penetration, CYP inhibition). Dataset: cyp2c19_veith.. Dataset: CYP2C19 inhibition data for predicting drug metabolism from PubChem BioAssay (1) The drug is CCNC(=O)O/N=C(\C)c1sc(-c2ccccc2)nc1C. The result is 1 (inhibitor). (2) The drug is CC(=O)NCCNc1ccnc(-c2ccccc2C)n1. The result is 0 (non-inhibitor).